Dataset: Forward reaction prediction with 1.9M reactions from USPTO patents (1976-2016). Task: Predict the product of the given reaction. (1) Given the reactants [OH:1][CH2:2][CH:3]([CH2:5][OH:6])[OH:4].[C:7](Cl)(=[O:17])[CH2:8][CH2:9][CH2:10][CH2:11][CH2:12][CH2:13][CH2:14][CH2:15][CH3:16], predict the reaction product. The product is: [C:7]([O:1][CH2:2][CH:3]([OH:4])[CH2:5][O:6][C:7](=[O:17])[CH2:8][CH2:9][CH2:10][CH2:11][CH2:12][CH2:13][CH2:14][CH2:15][CH3:16])(=[O:17])[CH2:8][CH2:9][CH2:10][CH2:11][CH2:12][CH2:13][CH2:14][CH2:15][CH3:16]. (2) Given the reactants [Br:1]N1C(=O)CCC1=O.[OH:9][C:10]1[C:11]([N+:16]([O-:18])=[O:17])=[N:12][CH:13]=[CH:14][CH:15]=1, predict the reaction product. The product is: [Br:1][C:14]1[CH:15]=[C:10]([OH:9])[C:11]([N+:16]([O-:18])=[O:17])=[N:12][CH:13]=1. (3) Given the reactants OC(C(F)(F)F)=O.[NH2:8][C:9]1[N:14]=[CH:13][C:12]([C:15]2[CH:16]=[CH:17][C:18]3[N:19]([CH:21]=[C:22]([NH:24][C:25](=[O:27])[CH3:26])[N:23]=3)[N:20]=2)=[CH:11][C:10]=1[C:28]([F:31])([F:30])[F:29].ClC1C=CC2N(C=C(NC(=O)C)N=2)N=1.CC1(C)C(C)(C)OB(C2C=C(C(F)(F)F)C(N)=NC=2)O1, predict the reaction product. The product is: [NH2:8][C:9]1[N:14]=[CH:13][C:12]([C:15]2[CH:16]=[CH:17][C:18]3[N:19]([CH:21]=[C:22]([NH:24][C:25](=[O:27])[CH3:26])[N:23]=3)[N:20]=2)=[CH:11][C:10]=1[C:28]([F:29])([F:31])[F:30]. (4) Given the reactants Br[C:2]1[CH:7]=[CH:6][CH:5]=[C:4]([S:8][CH3:9])[C:3]=1[F:10].[NH:11]1[CH2:16][CH2:15][NH:14][CH2:13][CH2:12]1.CC(C)([O-])C.[K+].P1(O)(OC2C=CC3C(C=2C2C4C(C=CC=2O1)=CC=CC=4)=CC=CC=3)=O.CS(OC1C=CC=C(C2CCNCC2)C=1F)(=O)=O, predict the reaction product. The product is: [F:10][C:3]1[C:4]([S:8][CH3:9])=[CH:5][CH:6]=[CH:7][C:2]=1[N:11]1[CH2:16][CH2:15][NH:14][CH2:13][CH2:12]1. (5) Given the reactants [Cl:1][C:2]1[CH:7]=[CH:6][C:5]([CH:8]([NH:19][C:20]2[CH:25]=[C:24]([F:26])[C:23](=[O:27])[N:22]([CH3:28])[CH:21]=2)[C:9]2[C:10]([C:16](O)=[O:17])=[N:11][N:12]([CH3:15])[C:13]=2[CH3:14])=[CH:4][CH:3]=1, predict the reaction product. The product is: [Cl:1][C:2]1[CH:3]=[CH:4][C:5]([CH:8]2[C:9]3[C:10](=[N:11][N:12]([CH3:15])[C:13]=3[CH3:14])[C:16](=[O:17])[N:19]2[C:20]2[CH:25]=[C:24]([F:26])[C:23](=[O:27])[N:22]([CH3:28])[CH:21]=2)=[CH:6][CH:7]=1. (6) Given the reactants [CH:1]1[CH:6]=[C:5]2[C:7]([C:9](O)([OH:12])[C:10](=[O:11])[C:4]2=[CH:3][CH:2]=1)=[O:8].[CH3:14][CH2:15][CH2:16][CH2:17][CH2:18][CH2:19][CH2:20][CH2:21][CH2:22][C:23]1[CH:24]=[CH:25][C:26]([OH:29])=[CH:27][CH:28]=1, predict the reaction product. The product is: [OH:11][C:10]12[C:4]3[C:5](=[CH:6][CH:1]=[CH:2][CH:3]=3)[C:7](=[O:8])[C:9]1([OH:12])[C:27]1[CH:28]=[C:23]([CH2:22][CH2:21][CH2:20][CH2:19][CH2:18][CH2:17][CH2:16][CH2:15][CH3:14])[CH:24]=[CH:25][C:26]=1[O:29]2. (7) Given the reactants [Br:1][C:2]1[CH:7]=[CH:6][C:5]([S:8](Cl)(=[O:10])=[O:9])=[CH:4][C:3]=1[CH3:12].[F-:13].[K+].O, predict the reaction product. The product is: [Br:1][C:2]1[CH:7]=[CH:6][C:5]([S:8]([F:13])(=[O:10])=[O:9])=[CH:4][C:3]=1[CH3:12].